This data is from Peptide-MHC class II binding affinity with 134,281 pairs from IEDB. The task is: Regression. Given a peptide amino acid sequence and an MHC pseudo amino acid sequence, predict their binding affinity value. This is MHC class II binding data. (1) The peptide sequence is RRVFHGVAKNPVVDG. The MHC is HLA-DQA10303-DQB10402 with pseudo-sequence HLA-DQA10303-DQB10402. The binding affinity (normalized) is 0. (2) The peptide sequence is THSWEYWGAQLNAMK. The MHC is HLA-DQA10102-DQB10502 with pseudo-sequence HLA-DQA10102-DQB10502. The binding affinity (normalized) is 0.359. (3) The peptide sequence is AAATATATAAVGAAT. The MHC is DRB1_0301 with pseudo-sequence DRB1_0301. The binding affinity (normalized) is 0. (4) The peptide sequence is AAATAGTTVAGAFAA. The MHC is HLA-DPA10103-DPB10401 with pseudo-sequence HLA-DPA10103-DPB10401. The binding affinity (normalized) is 0. (5) The peptide sequence is TLEALDYKECEWPLT. The MHC is DRB3_0101 with pseudo-sequence DRB3_0101. The binding affinity (normalized) is 0.160. (6) The peptide sequence is MAFLEESHPGIFENS. The MHC is DRB1_1501 with pseudo-sequence DRB1_1501. The binding affinity (normalized) is 0.173. (7) The peptide sequence is NGNELLLDLSLTKVN. The MHC is DRB1_1101 with pseudo-sequence DRB1_1101. The binding affinity (normalized) is 0.185. (8) The peptide sequence is PWDVVPMVTQMAMTDTT. The MHC is DRB1_0701 with pseudo-sequence DRB1_0701. The binding affinity (normalized) is 0.278. (9) The peptide sequence is DIYNYMEPYVSKVDP. The MHC is DRB3_0101 with pseudo-sequence DRB3_0101. The binding affinity (normalized) is 0.0585. (10) The MHC is HLA-DQA10301-DQB10302 with pseudo-sequence HLA-DQA10301-DQB10302. The peptide sequence is LLAAADELVGGPPVE. The binding affinity (normalized) is 0.242.